Dataset: Full USPTO retrosynthesis dataset with 1.9M reactions from patents (1976-2016). Task: Predict the reactants needed to synthesize the given product. The reactants are: Cl[C:2]1[N:7]=[N:6][C:5]([N:8]2[CH2:13][CH2:12][C:11]3([CH2:18][CH2:17][N:16]([CH:19]4[CH2:22][CH2:21][CH2:20]4)[CH2:15][CH2:14]3)[CH2:10][CH2:9]2)=[CH:4][CH:3]=1.[CH3:23][S-:24].[Na+]. Given the product [CH:19]1([N:16]2[CH2:17][CH2:18][C:11]3([CH2:12][CH2:13][N:8]([C:5]4[N:6]=[N:7][C:2]([S:24][CH3:23])=[CH:3][CH:4]=4)[CH2:9][CH2:10]3)[CH2:14][CH2:15]2)[CH2:22][CH2:21][CH2:20]1, predict the reactants needed to synthesize it.